Dataset: Peptide-MHC class II binding affinity with 134,281 pairs from IEDB. Task: Regression. Given a peptide amino acid sequence and an MHC pseudo amino acid sequence, predict their binding affinity value. This is MHC class II binding data. (1) The peptide sequence is PGHGISVGSLGRYKD. The MHC is HLA-DPA10103-DPB10401 with pseudo-sequence HLA-DPA10103-DPB10401. The binding affinity (normalized) is 0.0335. (2) The peptide sequence is VFLQTHIFAEVLKDA. The MHC is HLA-DPA10103-DPB10401 with pseudo-sequence HLA-DPA10103-DPB10401. The binding affinity (normalized) is 0.972. (3) The peptide sequence is GLAYKFVVPGAATPY. The MHC is DRB1_0802 with pseudo-sequence DRB1_0802. The binding affinity (normalized) is 0.725. (4) The peptide sequence is ELNNALQNLARTISE. The MHC is DRB1_0701 with pseudo-sequence DRB1_0701. The binding affinity (normalized) is 0. (5) The peptide sequence is KCKYPEGTKVTFHVE. The MHC is HLA-DPA10301-DPB10402 with pseudo-sequence HLA-DPA10301-DPB10402. The binding affinity (normalized) is 0.0741.